From a dataset of Forward reaction prediction with 1.9M reactions from USPTO patents (1976-2016). Predict the product of the given reaction. (1) The product is: [Cl:9][C:10]1[CH:15]=[C:14]([O:8][C:5]2[N:6]=[CH:7][C:2]([NH2:1])=[CH:3][CH:4]=2)[CH:13]=[CH:12][N:11]=1. Given the reactants [NH2:1][C:2]1[CH:3]=[CH:4][C:5]([OH:8])=[N:6][CH:7]=1.[Cl:9][C:10]1[CH:15]=[C:14](Cl)[CH:13]=[CH:12][N:11]=1, predict the reaction product. (2) Given the reactants Cl[C:2]([O:4][CH:5]([Cl:9])[CH:6]([CH3:8])[CH3:7])=[O:3].[CH3:10][O:11][CH2:12][CH2:13][O:14][CH2:15][CH2:16][O:17][CH2:18][CH2:19][OH:20].N1C=CC=CC=1, predict the reaction product. The product is: [C:2](=[O:3])([O:20][CH2:19][CH2:18][O:17][CH2:16][CH2:15][O:14][CH2:13][CH2:12][O:11][CH3:10])[O:4][CH:5]([Cl:9])[CH:6]([CH3:8])[CH3:7]. (3) Given the reactants [NH2:1][CH2:2][CH2:3][NH:4][C:5](=[O:11])[O:6][C:7]([CH3:10])([CH3:9])[CH3:8].C([O:14][C:15]1[C:16](=[O:47])[C:17](=O)[C:18]=1[NH:19][C:20]1[CH:21]=[N:22][N:23]([CH3:45])[C:24]=1[NH:25][C:26]([C:39]1[CH:44]=[CH:43][CH:42]=[CH:41][CH:40]=1)([C:33]1[CH:38]=[CH:37][CH:36]=[CH:35][CH:34]=1)[C:27]1[CH:32]=[CH:31][CH:30]=[CH:29][CH:28]=1)C.C(N(CC)CC)C.C(OCC)C, predict the reaction product. The product is: [CH3:45][N:23]1[C:24]([NH:25][C:26]([C:33]2[CH:34]=[CH:35][CH:36]=[CH:37][CH:38]=2)([C:39]2[CH:44]=[CH:43][CH:42]=[CH:41][CH:40]=2)[C:27]2[CH:32]=[CH:31][CH:30]=[CH:29][CH:28]=2)=[C:20]([NH:19][C:18]2[C:15](=[O:14])[C:16](=[O:47])[C:17]=2[NH:1][CH2:2][CH2:3][NH:4][C:5](=[O:11])[O:6][C:7]([CH3:8])([CH3:10])[CH3:9])[CH:21]=[N:22]1. (4) Given the reactants N[C:2]1[CH:3]=[CH:4][CH:5]=[C:6]2[C:11]=1[CH:10]=[C:9]([OH:12])[CH:8]=[CH:7]2.Cl.N([O-])=O.[Na+].[I-:18].[K+], predict the reaction product. The product is: [I:18][C:2]1[CH:3]=[CH:4][CH:5]=[C:6]2[C:11]=1[CH:10]=[C:9]([OH:12])[CH:8]=[CH:7]2. (5) Given the reactants [CH3:1][O:2][C:3]1[CH:18]=[CH:17][C:6]([O:7][C:8]2[CH:13]=[CH:12][C:11]([C:14](=O)[CH3:15])=[CH:10][CH:9]=2)=[CH:5][CH:4]=1.BrC(Br)=O.[NH2:23][C:24]1[CH:33]=[C:32]2[C:27]([CH2:28][CH2:29][N:30](C(OC(C)(C)C)=O)[CH2:31]2)=[CH:26][CH:25]=1.N[C:42]([NH2:44])=O.[C:45]([Cl:51])(=O)[CH2:46][CH2:47][CH2:48]C.N1C=CN=C1, predict the reaction product. The product is: [ClH:51].[CH2:45]([C:42]1[N:23]([C:24]2[CH:33]=[C:32]3[C:27]([CH2:28][CH2:29][NH:30][CH2:31]3)=[CH:26][CH:25]=2)[CH:15]=[C:14]([C:11]2[CH:12]=[CH:13][C:8]([O:7][C:6]3[CH:17]=[CH:18][C:3]([O:2][CH3:1])=[CH:4][CH:5]=3)=[CH:9][CH:10]=2)[N:44]=1)[CH2:46][CH2:47][CH3:48]. (6) Given the reactants [Br:1][C:2]1[CH:7]=[CH:6][C:5]([C:8](=[O:13])[C:9]([F:12])([F:11])[F:10])=[C:4]([CH3:14])[CH:3]=1.[BH4-].[Na+], predict the reaction product. The product is: [Br:1][C:2]1[CH:7]=[CH:6][C:5]([CH:8]([OH:13])[C:9]([F:11])([F:12])[F:10])=[C:4]([CH3:14])[CH:3]=1. (7) Given the reactants [C:1]([C:3]1[CH:4]=[CH:5][C:6]([O:32][CH3:33])=[C:7]([S:9]([NH:12][CH2:13][CH2:14][C:15]2[CH:20]=[CH:19][C:18]([C:21]3[CH:26]=[CH:25][CH:24]=[CH:23][C:22]=3[S:27]([CH3:30])(=[O:29])=[O:28])=[CH:17][C:16]=2[OH:31])(=[O:11])=[O:10])[CH:8]=1)#[N:2].C(N(CC)C(C)C)(C)C.Br[CH2:44][C:45]([O:47][CH2:48][CH3:49])=[O:46].O, predict the reaction product. The product is: [CH2:48]([O:47][C:45](=[O:46])[CH2:44][O:31][C:16]1[CH:17]=[C:18]([C:21]2[CH:26]=[CH:25][CH:24]=[CH:23][C:22]=2[S:27]([CH3:30])(=[O:28])=[O:29])[CH:19]=[CH:20][C:15]=1[CH2:14][CH2:13][NH:12][S:9]([C:7]1[CH:8]=[C:3]([C:1]#[N:2])[CH:4]=[CH:5][C:6]=1[O:32][CH3:33])(=[O:10])=[O:11])[CH3:49].